Predict the reaction yield, written as a fraction of the theoretical maximum amount of product (1.0 means a 100% yield; for example, 0.34 means a 34% yield). From a dataset of Reaction yield outcomes from USPTO patents with 853,638 reactions. (1) The product is [CH2:27]([C@H:22]([NH:21][C:19](=[O:20])[O:18][C:14]([CH3:15])([CH3:16])[CH3:17])[C:23](=[O:25])[CH:35]([Br:34])[Cl:36])[C:28]1[CH:33]=[CH:32][CH:31]=[CH:30][CH:29]=1. The reactants are C(NC(C)C)(C)C.C([Mg]Cl)CCC.[C:14]([O:18][C:19]([NH:21][C@@H:22]([CH2:27][C:28]1[CH:33]=[CH:32][CH:31]=[CH:30][CH:29]=1)[C:23]([O:25]C)=O)=[O:20])([CH3:17])([CH3:16])[CH3:15].[Br:34][CH2:35][Cl:36].Cl. The catalyst is C(OCC)(=O)C.O.C1COCC1. The yield is 0.300. (2) The reactants are [C:1]([C:5]1[CH:10]=[CH:9][C:8]([O:11][CH2:12][C:13](OCC)=O)=[CH:7][CH:6]=1)(=[O:4])[CH2:2][CH3:3].OC1C=CC(C(=O)CC)=CC=1.BrCC[CH2:32][C:33]([O:35][CH2:36][CH3:37])=[O:34]. No catalyst specified. The product is [C:1]([C:5]1[CH:6]=[CH:7][C:8]([O:11][CH2:12][CH2:13][CH2:32][C:33]([O:35][CH2:36][CH3:37])=[O:34])=[CH:9][CH:10]=1)(=[O:4])[CH2:2][CH3:3]. The yield is 0.990. (3) The reactants are I[C:2]1[C:10]2[C:5](=[CH:6][C:7]([C@H:11]3[C@@:13]4([C:21]5[C:16](=[CH:17][CH:18]=[C:19]([O:22][CH3:23])[CH:20]=5)[NH:15][C:14]4=[O:24])[CH2:12]3)=[CH:8][CH:9]=2)[NH:4][N:3]=1.CC1(C)C(C)(C)OB(/[CH:33]=[CH:34]/[C:35]2[CH:48]=[CH:47][C:38]([CH2:39][CH2:40][N:41]3[CH2:46][CH2:45][O:44][CH2:43][CH2:42]3)=[CH:37][CH:36]=2)O1.C([O-])([O-])=O.[Na+].[Na+]. The catalyst is C1(C)C=CC=CC=1.CCO.C1C=CC([P]([Pd]([P](C2C=CC=CC=2)(C2C=CC=CC=2)C2C=CC=CC=2)([P](C2C=CC=CC=2)(C2C=CC=CC=2)C2C=CC=CC=2)[P](C2C=CC=CC=2)(C2C=CC=CC=2)C2C=CC=CC=2)(C2C=CC=CC=2)C2C=CC=CC=2)=CC=1. The product is [CH3:23][O:22][C:19]1[CH:20]=[C:21]2[C:16](=[CH:17][CH:18]=1)[NH:15][C:14](=[O:24])[C@:13]12[CH2:12][C@H:11]1[C:7]1[CH:6]=[C:5]2[C:10]([C:2]([CH:33]=[CH:34][C:35]3[CH:36]=[CH:37][C:38]([CH2:39][CH2:40][N:41]4[CH2:46][CH2:45][O:44][CH2:43][CH2:42]4)=[CH:47][CH:48]=3)=[N:3][NH:4]2)=[CH:9][CH:8]=1. The yield is 0.450. (4) The reactants are [C:1]([C:3]1[CH:4]=[C:5]([CH:13]([CH2:17][CH:18]2[CH2:22][CH2:21][CH2:20][CH2:19]2)[C:14](O)=[O:15])[CH:6]=[CH:7][C:8]=1[S:9]([CH3:12])(=[O:11])=[O:10])#[N:2].C(N(CC)CC)C.F[P-](F)(F)(F)(F)F.N1(O[P+](N(C)C)(N(C)C)N(C)C)C2C=CC=CC=2N=N1.[NH2:57][C:58]1[NH:59][C:60]2[CH:66]=[CH:65][CH:64]=[CH:63][C:61]=2[N:62]=1. The catalyst is C(Cl)Cl. The product is [NH:59]1[C:60]2[CH:66]=[CH:65][CH:64]=[CH:63][C:61]=2[N:62]=[C:58]1[NH:57][C:14](=[O:15])[CH:13]([C:5]1[CH:6]=[CH:7][C:8]([S:9]([CH3:12])(=[O:10])=[O:11])=[C:3]([C:1]#[N:2])[CH:4]=1)[CH2:17][CH:18]1[CH2:19][CH2:20][CH2:21][CH2:22]1. The yield is 0.950. (5) The reactants are C([O:3][C:4](=O)[CH:5]([C:7]1[CH:12]=[CH:11][C:10]([NH2:13])=[CH:9][CH:8]=1)[CH3:6])C.[H-].[Al+3].[Li+].[H-].[H-].[H-]. The catalyst is O1CCCC1. The product is [NH2:13][C:10]1[CH:9]=[CH:8][C:7]([CH:5]([CH3:6])[CH2:4][OH:3])=[CH:12][CH:11]=1. The yield is 0.990. (6) The reactants are [CH2:1]([O:3][C:4](=[O:16])[C:5]1[CH:10]=[CH:9][CH:8]=[C:7]([O:11][CH2:12][CH2:13][CH2:14]Cl)[CH:6]=1)[CH3:2].C([O-])([O-])=O.[Cs+].[Cs+].[NH:23]1[C:27]2[CH:28]=[CH:29][CH:30]=[CH:31][C:26]=2[NH:25][C:24]1=[NH:32]. The catalyst is CN(C=O)C. The product is [CH2:1]([O:3][C:4](=[O:16])[C:5]1[CH:10]=[CH:9][CH:8]=[C:7]([O:11][CH2:12][CH2:13][CH2:14][N:23]2[C:27]3[CH:28]=[CH:29][CH:30]=[CH:31][C:26]=3[NH:25][C:24]2=[NH:32])[CH:6]=1)[CH3:2]. The yield is 0.640. (7) The reactants are [CH3:1][O:2][C:3]1[CH:4]=[C:5]([Mg]Br)[CH:6]=[C:7]([O:11][CH3:12])[C:8]=1[O:9][CH3:10].COCN[C:19]([C:21]1[N:22]=[C:23]([C:26]2[CH:31]=[CH:30][CH:29]=[CH:28][CH:27]=2)[S:24][CH:25]=1)=[O:20]. The catalyst is C1COCC1. The product is [C:26]1([C:23]2[S:24][CH:25]=[C:21]([C:19]([C:5]3[CH:4]=[C:3]([O:2][CH3:1])[C:8]([O:9][CH3:10])=[C:7]([O:11][CH3:12])[CH:6]=3)=[O:20])[N:22]=2)[CH:27]=[CH:28][CH:29]=[CH:30][CH:31]=1. The yield is 0.273. (8) The reactants are [H-].[Na+].[F:3][C:4]1[CH:20]=[CH:19][C:7]([C:8]([NH:10][CH2:11][CH2:12][C:13]2[O:14][C:15]([CH3:18])=[CH:16][CH:17]=2)=[O:9])=[CH:6][CH:5]=1.I[CH3:22]. The catalyst is C1COCC1. The product is [F:3][C:4]1[CH:5]=[CH:6][C:7]([C:8]([N:10]([CH3:22])[CH2:11][CH2:12][C:13]2[O:14][C:15]([CH3:18])=[CH:16][CH:17]=2)=[O:9])=[CH:19][CH:20]=1. The yield is 0.840. (9) The reactants are BrC1C=CC(O)=C(C2C=CC3C(=CC=C(C4N(C5CCCCC5)C5C=CC(C(O)=O)=CC=5N=4)C=3)N=2)C=1.C([O:39][C:40]([C:42]1[CH:65]=[CH:64][C:45]2[N:46]([CH:58]3[CH2:63][CH2:62][CH2:61][CH2:60][CH2:59]3)[C:47]([C:49]3[CH:54]=[CH:53][C:52]([NH2:55])=[C:51]([CH:56]=O)[CH:50]=3)=[N:48][C:44]=2[CH:43]=1)=[O:41])C.[CH3:66][O:67][C:68]1[CH:69]=[C:70]([C:76](=O)[CH3:77])[CH:71]=[C:72]([O:74][CH3:75])[CH:73]=1.[OH-].[K+]. The catalyst is C(O)C. The product is [CH:58]1([N:46]2[C:45]3[CH:64]=[CH:65][C:42]([C:40]([OH:39])=[O:41])=[CH:43][C:44]=3[N:48]=[C:47]2[C:49]2[CH:50]=[C:51]3[C:52](=[CH:53][CH:54]=2)[N:55]=[C:76]([C:70]2[CH:71]=[C:72]([O:74][CH3:75])[CH:73]=[C:68]([O:67][CH3:66])[CH:69]=2)[CH:77]=[CH:56]3)[CH2:59][CH2:60][CH2:61][CH2:62][CH2:63]1. The yield is 0.350. (10) The reactants are [C:1]1([OH:7])[CH:6]=[CH:5][CH:4]=[CH:3][CH:2]=1.[O:8]=[P:9](Cl)([Cl:11])[Cl:10].CCN(CC)CC. The catalyst is CC(OC)(C)C. The product is [P:9]([Cl:11])([Cl:10])(=[O:8])[O:7][C:1]1[CH:6]=[CH:5][CH:4]=[CH:3][CH:2]=1. The yield is 0.980.